Dataset: Full USPTO retrosynthesis dataset with 1.9M reactions from patents (1976-2016). Task: Predict the reactants needed to synthesize the given product. (1) Given the product [Cl:20][C:21]1[CH:26]=[CH:25][C:24]([CH2:27][C:28]([NH:1][N:2]2[N:11]=[C:10]([S:12][C:13]3[CH:14]=[CH:15][CH:16]=[CH:17][CH:18]=3)[C:9]3[C:4](=[CH:5][CH:6]=[CH:7][CH:8]=3)[C:3]2=[O:19])=[O:29])=[CH:23][CH:22]=1, predict the reactants needed to synthesize it. The reactants are: [NH2:1][N:2]1[N:11]=[C:10]([S:12][C:13]2[CH:18]=[CH:17][CH:16]=[CH:15][CH:14]=2)[C:9]2[C:4](=[CH:5][CH:6]=[CH:7][CH:8]=2)[C:3]1=[O:19].[Cl:20][C:21]1[CH:26]=[CH:25][C:24]([CH2:27][C:28](Cl)=[O:29])=[CH:23][CH:22]=1. (2) Given the product [CH3:11][O:10][C:3]1[C:2]([N:19]([C:17]([O:16][C:13]([CH3:15])([CH3:14])[CH3:12])=[O:18])[NH:20][C:21]([O:23][C:24]([CH3:25])([CH3:26])[CH3:27])=[O:22])=[CH:7][N:6]=[C:5]([S:8][CH3:9])[N:4]=1, predict the reactants needed to synthesize it. The reactants are: Br[C:2]1[C:3]([O:10][CH3:11])=[N:4][C:5]([S:8][CH3:9])=[N:6][CH:7]=1.[CH3:12][C:13]([O:16][C:17](/[N:19]=[N:20]/[C:21]([O:23][C:24]([CH3:27])([CH3:26])[CH3:25])=[O:22])=[O:18])([CH3:15])[CH3:14].